Predict the reactants needed to synthesize the given product. From a dataset of Full USPTO retrosynthesis dataset with 1.9M reactions from patents (1976-2016). (1) Given the product [CH2:11]([O:18][C:19]([C:21]1[S:22][C:23]([CH3:27])=[C:24]([NH:26][C:8](=[O:9])[CH2:7][C:1]2[CH:6]=[CH:5][CH:4]=[CH:3][CH:2]=2)[CH:25]=1)=[O:20])[C:12]1[CH:13]=[CH:14][CH:15]=[CH:16][CH:17]=1, predict the reactants needed to synthesize it. The reactants are: [C:1]1([CH2:7][C:8](Cl)=[O:9])[CH:6]=[CH:5][CH:4]=[CH:3][CH:2]=1.[CH2:11]([O:18][C:19]([C:21]1[S:22][C:23]([CH3:27])=[C:24]([NH2:26])[CH:25]=1)=[O:20])[C:12]1[CH:17]=[CH:16][CH:15]=[CH:14][CH:13]=1.C(N(C(C)C)CC)(C)C.Cl. (2) Given the product [Br:19][C:18]1[C:13]([C:4]2[CH:5]=[CH:6][CH:7]=[C:2]([Cl:1])[C:3]=2[OH:11])=[N:14][CH:15]=[CH:16][CH:17]=1, predict the reactants needed to synthesize it. The reactants are: [Cl:1][C:2]1[C:3]([OH:11])=[C:4](B(O)O)[CH:5]=[CH:6][CH:7]=1.Br[C:13]1[C:18]([Br:19])=[CH:17][CH:16]=[CH:15][N:14]=1.C(=O)([O-])[O-].[K+].[K+]. (3) Given the product [Br:1][C:2]1[C:3]([O:21][CH3:22])=[C:4]([C:10]([CH2:13][S:14][C:15]2[CH:20]=[CH:19][CH:18]=[C:17]([O:28][CH3:27])[CH:16]=2)=[CH:11][CH:12]=1)[C:5]([O:7][CH3:8])=[O:6], predict the reactants needed to synthesize it. The reactants are: [Br:1][C:2]1[C:3]([O:21][CH3:22])=[C:4]([C:10]([CH2:13][S:14][C:15]2[CH:20]=[CH:19][CH:18]=[CH:17][CH:16]=2)=[CH:11][CH:12]=1)[C:5]([O:7][CH2:8]C)=[O:6].BrC1C(OC)=C(C(CBr)=CC=1)[C:27](OC)=[O:28].COC1C=C(S)C=CC=1. (4) The reactants are: [NH4+:1].[Cl-].[Al](C)(C)C.[CH3:7][O:8][C:9]1[CH:16]=[CH:15][C:12]([C:13]#[N:14])=[CH:11][CH:10]=1. Given the product [CH3:7][O:8][C:9]1[CH:16]=[CH:15][C:12]([C:13](=[NH:1])[NH2:14])=[CH:11][CH:10]=1, predict the reactants needed to synthesize it. (5) Given the product [NH:33]1[C:41]2[C:36](=[C:37]([C:42]3[CH:50]=[C:49]4[C:45]([CH:46]=[N:47][NH:48]4)=[C:44]([NH:57][C:6]([C:4]4[N:3]=[CH:2][NH:1][CH:5]=4)=[O:8])[CH:43]=3)[CH:38]=[CH:39][CH:40]=2)[CH:35]=[CH:34]1, predict the reactants needed to synthesize it. The reactants are: [NH:1]1[CH:5]=[C:4]([C:6]([OH:8])=O)[N:3]=[CH:2]1.F[P-](F)(F)(F)(F)F.CN(C(ON1C2=NC=CC=C2N=N1)=[N+](C)C)C.[NH:33]1[C:41]2[C:36](=[C:37]([C:42]3[CH:43]=[C:44]([NH2:57])[C:45]4[C:49]([CH:50]=3)=[N:48][N:47](C3CCCCO3)[CH:46]=4)[CH:38]=[CH:39][CH:40]=2)[CH:35]=[CH:34]1.